This data is from NCI-60 drug combinations with 297,098 pairs across 59 cell lines. The task is: Regression. Given two drug SMILES strings and cell line genomic features, predict the synergy score measuring deviation from expected non-interaction effect. (1) Drug 1: CC1=C(C(=CC=C1)Cl)NC(=O)C2=CN=C(S2)NC3=CC(=NC(=N3)C)N4CCN(CC4)CCO. Drug 2: CC1=C(N=C(N=C1N)C(CC(=O)N)NCC(C(=O)N)N)C(=O)NC(C(C2=CN=CN2)OC3C(C(C(C(O3)CO)O)O)OC4C(C(C(C(O4)CO)O)OC(=O)N)O)C(=O)NC(C)C(C(C)C(=O)NC(C(C)O)C(=O)NCCC5=NC(=CS5)C6=NC(=CS6)C(=O)NCCC[S+](C)C)O. Cell line: A498. Synergy scores: CSS=24.5, Synergy_ZIP=-9.05, Synergy_Bliss=0.400, Synergy_Loewe=0.710, Synergy_HSA=2.08. (2) Drug 1: CC1OCC2C(O1)C(C(C(O2)OC3C4COC(=O)C4C(C5=CC6=C(C=C35)OCO6)C7=CC(=C(C(=C7)OC)O)OC)O)O. Drug 2: CN(C(=O)NC(C=O)C(C(C(CO)O)O)O)N=O. Cell line: SK-OV-3. Synergy scores: CSS=9.54, Synergy_ZIP=-3.78, Synergy_Bliss=-0.573, Synergy_Loewe=-16.2, Synergy_HSA=0.525.